From a dataset of Reaction yield outcomes from USPTO patents with 853,638 reactions. Predict the reaction yield, written as a fraction of the theoretical maximum amount of product (1.0 means a 100% yield; for example, 0.34 means a 34% yield). (1) The reactants are Br[CH:2]([CH2:8]Br)[C:3]([O:5][CH2:6][CH3:7])=[O:4].[NH2:10][C:11]1[CH:16]=[CH:15][CH:14]=[CH:13][C:12]=1[OH:17].C(=O)([O-])[O-].[K+].[K+].C(OCC)(=O)C. The catalyst is CC(C)=O.O. The product is [O:17]1[C:12]2[CH:13]=[CH:14][CH:15]=[CH:16][C:11]=2[NH:10][CH2:8][CH:2]1[C:3]([O:5][CH2:6][CH3:7])=[O:4]. The yield is 0.240. (2) The yield is 0.710. The product is [OH:8][C:9]1[N:14]=[C:13]([CH:15]([C:17]2[S:18][C:19]([CH3:22])=[CH:20][N:21]=2)[CH2:24][C:23]([O:26][CH2:28][CH3:29])=[O:25])[CH:12]=[CH:11][CH:10]=1. The reactants are C([O:8][C:9]1[N:14]=[C:13]([C:15]([C:17]2[S:18][C:19]([CH3:22])=[CH:20][N:21]=2)=O)[CH:12]=[CH:11][CH:10]=1)C1C=CC=CC=1.[C:23]([OH:26])(=[O:25])[CH3:24].O.[CH2:28](O)[CH3:29]. The catalyst is C1COCC1.[Pd]. (3) The reactants are [CH3:1][C:2]1([CH3:37])[CH2:11][CH2:10][C:9]([CH3:13])([CH3:12])[C:8]2[CH:7]=[C:6]([Se:14][C:15]#[C:16][C:17]3[CH:26]=[CH:25][C:20]([C:21]([O:23]C)=[O:22])=[CH:19][CH:18]=3)[CH:5]=[C:4]([O:27][CH2:28][C:29]3[CH:34]=[CH:33][C:32]([F:35])=[CH:31][C:30]=3[F:36])[C:3]1=2.[OH-].[Na+]. No catalyst specified. The product is [CH3:1][C:2]1([CH3:37])[CH2:11][CH2:10][C:9]([CH3:12])([CH3:13])[C:8]2[CH:7]=[C:6]([Se:14][C:15]#[C:16][C:17]3[CH:26]=[CH:25][C:20]([C:21]([OH:23])=[O:22])=[CH:19][CH:18]=3)[CH:5]=[C:4]([O:27][CH2:28][C:29]3[CH:34]=[CH:33][C:32]([F:35])=[CH:31][C:30]=3[F:36])[C:3]1=2. The yield is 0.650. (4) The reactants are [H-].[Na+].[C:3]1([CH:9]([N:13]2[CH:17]=[C:16]([C:18]3[C:19]4[CH:26]=[CH:25][N:24]([CH2:27][O:28][CH2:29][CH2:30][Si:31]([CH3:34])([CH3:33])[CH3:32])[C:20]=4[N:21]=[CH:22][N:23]=3)[CH:15]=[N:14]2)[CH2:10][CH2:11][OH:12])[CH:8]=[CH:7][CH:6]=[CH:5][CH:4]=1.[CH3:35]N(C=O)C.CI. No catalyst specified. The product is [CH3:35][O:12][CH2:11][CH2:10][CH:9]([N:13]1[CH:17]=[C:16]([C:18]2[C:19]3[CH:26]=[CH:25][N:24]([CH2:27][O:28][CH2:29][CH2:30][Si:31]([CH3:33])([CH3:32])[CH3:34])[C:20]=3[N:21]=[CH:22][N:23]=2)[CH:15]=[N:14]1)[C:3]1[CH:8]=[CH:7][CH:6]=[CH:5][CH:4]=1. The yield is 0.880.